Dataset: Reaction yield outcomes from USPTO patents with 853,638 reactions. Task: Predict the reaction yield, written as a fraction of the theoretical maximum amount of product (1.0 means a 100% yield; for example, 0.34 means a 34% yield). (1) The reactants are CC([C:4]1[CH:9]=[C:8]([Cl:10])[CH:7]=[CH:6][C:5]=1Cl)=O.[C:12]1(O)[CH:17]=[CH:16][CH:15]=[CH:14][CH:13]=1.[C:19](=[O:22])([O-])[O-].[K+].[K+].[C:25]([O:29]C)(C)(C)C. The catalyst is [Cu]. The product is [Cl:10][C:8]1[CH:7]=[CH:6][CH:5]=[C:4]([CH:9]=1)[O:29][CH2:25][C:19]([C:12]1[CH:17]=[CH:16][CH:15]=[CH:14][CH:13]=1)=[O:22]. The yield is 0.589. (2) The reactants are [C:1](#[N:4])[CH:2]=[CH2:3].[C:5]1([CH:11]2[CH2:16][CH2:15][NH:14][CH2:13][CH2:12]2)[CH:10]=[CH:9][CH:8]=[CH:7][CH:6]=1. The catalyst is CCO. The product is [C:5]1([CH:11]2[CH2:12][CH2:13][N:14]([CH2:3][CH2:2][C:1]#[N:4])[CH2:15][CH2:16]2)[CH:10]=[CH:9][CH:8]=[CH:7][CH:6]=1. The yield is 0.990. (3) The catalyst is CCO.COCCOC.C1C=CC([P]([Pd]([P](C2C=CC=CC=2)(C2C=CC=CC=2)C2C=CC=CC=2)([P](C2C=CC=CC=2)(C2C=CC=CC=2)C2C=CC=CC=2)[P](C2C=CC=CC=2)(C2C=CC=CC=2)C2C=CC=CC=2)(C2C=CC=CC=2)C2C=CC=CC=2)=CC=1. The reactants are B1([C:10]2[CH:15]=[CH:14][CH:13]=[C:12]([S:16]([NH2:19])(=[O:18])=[O:17])[CH:11]=2)OC(C)(C)C(C)(C)O1.I[C:21]1[C:29]2[C:24](=[N:25][CH:26]=[N:27][C:28]=2[NH2:30])[N:23]([CH:31]([CH3:33])[CH3:32])[N:22]=1.C([O-])([O-])=O.[Na+].[Na+]. The product is [NH2:30][C:28]1[N:27]=[CH:26][N:25]=[C:24]2[N:23]([CH:31]([CH3:33])[CH3:32])[N:22]=[C:21]([C:10]3[CH:11]=[C:12]([S:16]([NH2:19])(=[O:17])=[O:18])[CH:13]=[CH:14][CH:15]=3)[C:29]=12. The yield is 0.280. (4) The reactants are [NH2:1][C:2]1[C:11]([NH:12][C:13]([CH:15]2[CH2:17][CH2:16]2)=O)=[C:10]([F:18])[C:9]([C:19]2[C:20]([CH3:25])=[N:21][O:22][C:23]=2[CH3:24])=[CH:8][C:3]=1[C:4]([O:6][CH3:7])=[O:5]. The catalyst is C(O)(=O)C. The product is [CH:15]1([C:13]2[NH:12][C:11]3[C:10]([F:18])=[C:9]([C:19]4[C:20]([CH3:25])=[N:21][O:22][C:23]=4[CH3:24])[CH:8]=[C:3]([C:4]([O:6][CH3:7])=[O:5])[C:2]=3[N:1]=2)[CH2:17][CH2:16]1. The yield is 0.850. (5) The reactants are Cl[C:2]1[N:3]=[CH:4][C:5]([C:8]([NH:10][C:11]2[NH:12][N:13]=[C:14]([CH2:16][CH2:17][C:18]3[CH:23]=[C:22]([O:24][CH3:25])[CH:21]=[C:20]([O:26][CH3:27])[CH:19]=3)[CH:15]=2)=[O:9])=[N:6][CH:7]=1.CN1[C@@H](C)CNC[C@H]1C.[CH3:37][C@H:38]1[CH2:43][NH:42][CH2:41][C@@H:40]([CH3:44])[N:39]1[CH2:45][C:46]#[N:47].C(N(C(C)C)C(C)C)C. The catalyst is CS(C)=O.CO. The product is [C:46]([CH2:45][N:39]1[C@@H:38]([CH3:37])[CH2:43][N:42]([C:2]2[N:3]=[CH:4][C:5]([C:8]([NH:10][C:11]3[NH:12][N:13]=[C:14]([CH2:16][CH2:17][C:18]4[CH:23]=[C:22]([O:24][CH3:25])[CH:21]=[C:20]([O:26][CH3:27])[CH:19]=4)[CH:15]=3)=[O:9])=[N:6][CH:7]=2)[CH2:41][C@H:40]1[CH3:44])#[N:47]. The yield is 0.220. (6) The reactants are [CH2:1]([N:3]([CH2:37][CH3:38])[C:4](=[O:36])[C:5]1[CH:10]=[CH:9][C:8]([C:11]([CH:23]2[CH2:28][CH2:27][N:26](C(OC(C)(C)C)=O)[CH2:25][CH2:24]2)([C:13]2[CH:14]=[CH:15][CH:16]=[C:17]3[C:22]=2[N:21]=[CH:20][CH:19]=[CH:18]3)O)=[CH:7][CH:6]=1)[CH3:2].FC(F)(F)C(O)=O. The catalyst is CCOC(C)=O. The product is [CH2:37]([N:3]([CH2:1][CH3:2])[C:4](=[O:36])[C:5]1[CH:6]=[CH:7][C:8]([C:11]([C:13]2[CH:14]=[CH:15][CH:16]=[C:17]3[C:22]=2[N:21]=[CH:20][CH:19]=[CH:18]3)=[C:23]2[CH2:24][CH2:25][NH:26][CH2:27][CH2:28]2)=[CH:9][CH:10]=1)[CH3:38]. The yield is 0.840. (7) The reactants are C([O-])([O-])=O.[K+].[K+].[CH3:7][O:8][C:9]1[CH:10]=[C:11]([NH:19][C:20]2[CH:25]=[N:24][CH:23]=[C:22](Cl)[N:21]=2)[CH:12]=[C:13]([O:17][CH3:18])[C:14]=1[O:15][CH3:16].[C:27]1([OH:33])[CH:32]=[CH:31][CH:30]=[CH:29][CH:28]=1. No catalyst specified. The product is [O:33]([C:22]1[N:21]=[C:20]([NH:19][C:11]2[CH:10]=[C:9]([O:8][CH3:7])[C:14]([O:15][CH3:16])=[C:13]([O:17][CH3:18])[CH:12]=2)[CH:25]=[N:24][CH:23]=1)[C:27]1[CH:32]=[CH:31][CH:30]=[CH:29][CH:28]=1. The yield is 0.710. (8) The reactants are [CH2:1]([C:3]1([C:28]2[CH:33]=[CH:32][C:31]([F:34])=[CH:30][CH:29]=2)[C:12]2[C:7](=[CH:8][CH:9]=[C:10]([F:14])[C:11]=2[F:13])[N:6]([CH2:15][C:16]2[CH:21]=[CH:20][N:19]=[CH:18][CH:17]=2)[C:5](=[O:22])[N:4]1[CH2:23][C:24]([F:27])([F:26])[F:25])[CH3:2].C1C=C(Cl)C=C(C(OO)=[O:43])C=1. The catalyst is C(Cl)Cl. The product is [CH2:1]([C:3]1([C:28]2[CH:29]=[CH:30][C:31]([F:34])=[CH:32][CH:33]=2)[C:12]2[C:7](=[CH:8][CH:9]=[C:10]([F:14])[C:11]=2[F:13])[N:6]([CH2:15][C:16]2[CH:21]=[CH:20][N+:19]([O-:43])=[CH:18][CH:17]=2)[C:5](=[O:22])[N:4]1[CH2:23][C:24]([F:26])([F:25])[F:27])[CH3:2]. The yield is 0.630. (9) The reactants are [F:1][C:2]1[CH:17]=[C:16]([CH:18]=O)[CH:15]=[CH:14][C:3]=1[O:4][C:5]1[N:6]=[CH:7][C:8]([C:11]([NH2:13])=[O:12])=[N:9][CH:10]=1.[S:20]1[CH:24]=[CH:23][CH:22]=[C:21]1[CH2:25][CH2:26][NH2:27].[BH4-].[Na+]. The catalyst is CO. The product is [F:1][C:2]1[CH:17]=[C:16]([CH2:18][NH:27][CH2:26][CH2:25][C:21]2[S:20][CH:24]=[CH:23][CH:22]=2)[CH:15]=[CH:14][C:3]=1[O:4][C:5]1[N:6]=[CH:7][C:8]([C:11]([NH2:13])=[O:12])=[N:9][CH:10]=1. The yield is 0.180.